This data is from Forward reaction prediction with 1.9M reactions from USPTO patents (1976-2016). The task is: Predict the product of the given reaction. (1) Given the reactants [Si:1]([O:18][C@H:19]([C@H:22]1[O:26][C:25](=[O:27])[CH2:24][CH2:23]1)[CH2:20][CH3:21])([C:14]([CH3:17])([CH3:16])[CH3:15])([C:8]1[CH:13]=[CH:12][CH:11]=[CH:10][CH:9]=1)[C:2]1[CH:7]=[CH:6][CH:5]=[CH:4][CH:3]=1.[CH:28]([N-]C(C)C)(C)C.[Li+].IC, predict the reaction product. The product is: [Si:1]([O:18][C@H:19]([C@H:22]1[O:26][C:25](=[O:27])[C@H:24]([CH3:28])[CH2:23]1)[CH2:20][CH3:21])([C:14]([CH3:15])([CH3:16])[CH3:17])([C:8]1[CH:13]=[CH:12][CH:11]=[CH:10][CH:9]=1)[C:2]1[CH:7]=[CH:6][CH:5]=[CH:4][CH:3]=1. (2) Given the reactants [NH2:1][CH2:2][C@@H:3]1[C@H:8]([CH3:9])[CH2:7][CH2:6][CH2:5][N:4]1[C:10]([C:12]1[CH:17]=[C:16]([F:18])[C:15]([F:19])=[CH:14][C:13]=1[C:20]1[N:25]=[CH:24][CH:23]=[CH:22][N:21]=1)=[O:11].F[C:27]1[CH:32]=[CH:31][C:30]([C:33]([F:36])([F:35])[F:34])=[CH:29][N:28]=1, predict the reaction product. The product is: [F:19][C:15]1[C:16]([F:18])=[CH:17][C:12]([C:10]([N:4]2[CH2:5][CH2:6][CH2:7][C@@H:8]([CH3:9])[C@H:3]2[CH2:2][NH:1][C:27]2[CH:32]=[CH:31][C:30]([C:33]([F:36])([F:35])[F:34])=[CH:29][N:28]=2)=[O:11])=[C:13]([C:20]2[N:21]=[CH:22][CH:23]=[CH:24][N:25]=2)[CH:14]=1. (3) Given the reactants [Br:1][C:2]1[CH:3]=[C:4]2[C:8](=[CH:9][CH:10]=1)[N:7]([S:11]([C:14]1[CH:19]=[CH:18][C:17]([O:20][CH3:21])=[C:16]([N:22]3[CH2:27][CH2:26][NH:25][CH2:24][CH2:23]3)[CH:15]=1)(=[O:13])=[O:12])[CH:6]=[CH:5]2.[C:28]([BH3-])#N.[Na+].C=O, predict the reaction product. The product is: [Br:1][C:2]1[CH:3]=[C:4]2[C:8](=[CH:9][CH:10]=1)[N:7]([S:11]([C:14]1[CH:19]=[CH:18][C:17]([O:20][CH3:21])=[C:16]([N:22]3[CH2:23][CH2:24][N:25]([CH3:28])[CH2:26][CH2:27]3)[CH:15]=1)(=[O:13])=[O:12])[CH:6]=[CH:5]2.